This data is from Forward reaction prediction with 1.9M reactions from USPTO patents (1976-2016). The task is: Predict the product of the given reaction. (1) Given the reactants Cl[C:2]1[C:7]([N+:8]([O-:10])=[O:9])=[CH:6][CH:5]=[C:4]([Cl:11])[N:3]=1.[CH3:12][O:13][CH2:14][CH2:15][CH2:16][NH2:17].C(N(C(C)C)CC)(C)C, predict the reaction product. The product is: [Cl:11][C:4]1[N:3]=[C:2]([NH:17][CH2:16][CH2:15][CH2:14][O:13][CH3:12])[C:7]([N+:8]([O-:10])=[O:9])=[CH:6][CH:5]=1. (2) Given the reactants [Cl:1][C:2]1[CH:3]=[C:4]([CH:7]=[C:8]([OH:10])[CH:9]=1)[CH:5]=[O:6].C(=O)([O-])[O-].[K+].[K+].CS(O[CH2:22][CH2:23][F:24])(=O)=O, predict the reaction product. The product is: [Cl:1][C:2]1[CH:3]=[C:4]([CH:7]=[C:8]([O:10][CH2:22][CH2:23][F:24])[CH:9]=1)[CH:5]=[O:6]. (3) Given the reactants [NH:1]1[CH2:5][CH2:4][C@@H:3]([NH:6][C:7](=[O:14])[O:8][C@H:9]2[CH2:13][CH2:12][O:11][CH2:10]2)[CH2:2]1.Cl[C:16]1[C:25]2[C:20](=[CH:21][CH:22]=[C:23]([F:26])[CH:24]=2)[N:19]=[C:18]([C:27]2[CH:32]=[CH:31][CH:30]=[CH:29][C:28]=2[OH:33])[N:17]=1.C(N(CC)CC)C, predict the reaction product. The product is: [F:26][C:23]1[CH:24]=[C:25]2[C:20](=[CH:21][CH:22]=1)[N:19]=[C:18]([C:27]1[CH:32]=[CH:31][CH:30]=[CH:29][C:28]=1[OH:33])[N:17]=[C:16]2[N:1]1[CH2:5][CH2:4][C@@H:3]([NH:6][C:7](=[O:14])[O:8][C@H:9]2[CH2:13][CH2:12][O:11][CH2:10]2)[CH2:2]1. (4) Given the reactants Cl[C:2]1[N:11]=[C:10]([Cl:12])[CH:9]=[C:8]2[C:3]=1[C:4]([OH:13])=[CH:5][CH:6]=[N:7]2.C(O)(=O)C, predict the reaction product. The product is: [Cl:12][C:10]1[CH:9]=[C:8]2[C:3]([C:4]([OH:13])=[CH:5][CH:6]=[N:7]2)=[CH:2][N:11]=1.